This data is from Full USPTO retrosynthesis dataset with 1.9M reactions from patents (1976-2016). The task is: Predict the reactants needed to synthesize the given product. (1) Given the product [CH2:3]([O:10][C:12]1[C:17]([S:18]([N:21]2[CH2:22][CH2:23][C:24]3([C:28](=[O:29])[N:27]([C:30]4[CH:31]=[CH:32][C:33]([O:36][C:37]([F:38])([F:39])[F:40])=[CH:34][CH:35]=4)[CH2:26][CH2:25]3)[CH2:41][CH2:42]2)(=[O:20])=[O:19])=[CH:16][CH:15]=[CH:14][N:13]=1)[C:4]1[CH:9]=[CH:8][CH:7]=[CH:6][CH:5]=1, predict the reactants needed to synthesize it. The reactants are: [H-].[Na+].[CH2:3]([OH:10])[C:4]1[CH:9]=[CH:8][CH:7]=[CH:6][CH:5]=1.Cl[C:12]1[C:17]([S:18]([N:21]2[CH2:42][CH2:41][C:24]3([C:28](=[O:29])[N:27]([C:30]4[CH:35]=[CH:34][C:33]([O:36][C:37]([F:40])([F:39])[F:38])=[CH:32][CH:31]=4)[CH2:26][CH2:25]3)[CH2:23][CH2:22]2)(=[O:20])=[O:19])=[CH:16][CH:15]=[CH:14][N:13]=1. (2) Given the product [CH2:1]([N:3]1[C:4]2[CH:9]=[C:8]([O:10][CH3:11])[N:7]=[CH:6][C:5]=2[N:12]=[C:13]1[C@H:14]([NH2:16])[CH3:15])[CH3:2], predict the reactants needed to synthesize it. The reactants are: [CH2:1]([NH:3][C:4]1[CH:9]=[C:8]([O:10][CH3:11])[N:7]=[CH:6][C:5]=1[NH:12][C:13](=O)[C@H:14]([NH:16]C(=O)OC(C)(C)C)[CH3:15])[CH3:2].Cl.O1CCOCC1.[OH-].[Na+]. (3) The reactants are: [CH3:1][O:2][C:3]([CH2:5][C:6]#[N:7])=[O:4].[CH:8](=O)[CH2:9][CH:10]([CH3:12])[CH3:11]. Given the product [CH3:1][O:2][C:3](=[O:4])[C:5]([C:6]#[N:7])=[CH:8][CH2:9][CH:10]([CH3:12])[CH3:11], predict the reactants needed to synthesize it. (4) Given the product [CH2:8]([O:10][C@H:11]1[CH2:15][N:14]([C:2]2[N:7]=[CH:6][CH:5]=[CH:4][N:3]=2)[CH2:13][C@H:12]1[NH:16][C:17]1[C:22]([CH2:23][CH3:24])=[N:21][C:20]([C:25]2[CH:30]=[CH:29][C:28]([O:31][CH3:32])=[CH:27][C:26]=2[CH3:33])=[C:19]([CH2:34][CH3:35])[N:18]=1)[CH3:9], predict the reactants needed to synthesize it. The reactants are: Br[C:2]1[N:7]=[CH:6][CH:5]=[CH:4][N:3]=1.[CH2:8]([O:10][C@H:11]1[CH2:15][NH:14][CH2:13][C@H:12]1[NH:16][C:17]1[C:22]([CH2:23][CH3:24])=[N:21][C:20]([C:25]2[CH:30]=[CH:29][C:28]([O:31][CH3:32])=[CH:27][C:26]=2[CH3:33])=[C:19]([CH2:34][CH3:35])[N:18]=1)[CH3:9]. (5) Given the product [Cl:8][C:4]1[CH:5]=[CH:6][CH:7]=[C:2]([Cl:1])[C:3]=1[N:9]1[C:13]([CH:14]=[O:15])=[CH:12][N:11]=[N:10]1, predict the reactants needed to synthesize it. The reactants are: [Cl:1][C:2]1[CH:7]=[CH:6][CH:5]=[C:4]([Cl:8])[C:3]=1[N:9]1[C:13]([CH2:14][OH:15])=[CH:12][N:11]=[N:10]1.CC(OI1(OC(C)=O)(OC(C)=O)OC(=O)C2C=CC=CC1=2)=O.[OH-].[Na+].C(OCC)C. (6) Given the product [Br:15][CH:4]([C:5]1[CH:10]=[CH:9][C:8]([O:11][CH3:12])=[C:7]([F:13])[CH:6]=1)[C:3]([O:2][CH3:1])=[O:14], predict the reactants needed to synthesize it. The reactants are: [CH3:1][O:2][C:3](=[O:14])[CH2:4][C:5]1[CH:10]=[CH:9][C:8]([O:11][CH3:12])=[C:7]([F:13])[CH:6]=1.[Br:15]N1C(=O)CCC1=O.C(OOC(=O)C1C=CC=CC=1)(=O)C1C=CC=CC=1. (7) Given the product [F:22][C:21]([F:24])([F:23])[S:18]([O:1][C:2]1[CH:6]([CH3:7])[O:5][C:4](=[O:8])[C:3]=1[CH3:9])(=[O:20])=[O:19], predict the reactants needed to synthesize it. The reactants are: [OH:1][C:2]1[CH:6]([CH3:7])[O:5][C:4](=[O:8])[C:3]=1[CH3:9].N1C(C)=CC=CC=1C.[S:18](O[S:18]([C:21]([F:24])([F:23])[F:22])(=[O:20])=[O:19])([C:21]([F:24])([F:23])[F:22])(=[O:20])=[O:19].